This data is from Forward reaction prediction with 1.9M reactions from USPTO patents (1976-2016). The task is: Predict the product of the given reaction. Given the reactants F[C:2]1[CH:9]=[CH:8][C:7]([CH:10]=[O:11])=[CH:6][C:3]=1[C:4]#[N:5].[Cl:12][C:13]1[CH:18]=[CH:17][C:16]([OH:19])=[CH:15][C:14]=1[F:20], predict the reaction product. The product is: [Cl:12][C:13]1[CH:18]=[CH:17][C:16]([O:19][C:2]2[CH:9]=[CH:8][C:7]([CH:10]=[O:11])=[CH:6][C:3]=2[C:4]#[N:5])=[CH:15][C:14]=1[F:20].